Dataset: Forward reaction prediction with 1.9M reactions from USPTO patents (1976-2016). Task: Predict the product of the given reaction. (1) Given the reactants [CH2:1]([O:3][C:4]1[CH:9]=[CH:8][CH:7]=[CH:6][CH:5]=1)[CH3:2].[Al+3].[Cl-].[Cl-].[Cl-].[Br:14][C:15]1[CH:16]=[CH:17][C:18]([Cl:24])=[C:19]([CH:23]=1)[C:20](Cl)=[O:21], predict the reaction product. The product is: [Br:14][C:15]1[CH:16]=[CH:17][C:18]([Cl:24])=[C:19]([C:20]([C:7]2[CH:8]=[CH:9][C:4]([O:3][CH2:1][CH3:2])=[CH:5][CH:6]=2)=[O:21])[CH:23]=1. (2) Given the reactants Br[C:2]1[CH:3]=[C:4]([NH:10][C:11]2[CH:16]=[N:15][C:14]([N:17]3[CH2:22][CH2:21][N:20]([CH:23]4[CH2:26][O:25][CH2:24]4)[CH2:19][C@@H:18]3[CH3:27])=[CH:13][N:12]=2)[C:5](=[O:9])[N:6]([CH3:8])[CH:7]=1.[C:28]([O:31][CH2:32][C:33]1[C:34]([N:48]2[CH2:59][CH2:58][N:57]3[C:50](=[CH:51][C:52]4[CH2:53][C:54]([CH3:61])([CH3:60])[CH2:55][C:56]=43)[C:49]2=[O:62])=[N:35][CH:36]=[CH:37][C:38]=1B1OC(C)(C)C(C)(C)O1)(=[O:30])[CH3:29].C([O-])(=O)C.[Na+].[O-]P([O-])([O-])=O.[K+].[K+].[K+], predict the reaction product. The product is: [C:28]([O:31][CH2:32][C:33]1[C:34]([N:48]2[CH2:59][CH2:58][N:57]3[C:50](=[CH:51][C:52]4[CH2:53][C:54]([CH3:61])([CH3:60])[CH2:55][C:56]=43)[C:49]2=[O:62])=[N:35][CH:36]=[CH:37][C:38]=1[C:2]1[CH:3]=[C:4]([NH:10][C:11]2[CH:16]=[N:15][C:14]([N:17]3[CH2:22][CH2:21][N:20]([CH:23]4[CH2:26][O:25][CH2:24]4)[CH2:19][C@@H:18]3[CH3:27])=[CH:13][N:12]=2)[C:5](=[O:9])[N:6]([CH3:8])[CH:7]=1)(=[O:30])[CH3:29]. (3) Given the reactants [CH:1]1[C:13]2[NH:12][C:11]3[C:6](=[CH:7][CH:8]=[CH:9][CH:10]=3)[C:5]=2[CH:4]=[C:3]([C:14]([O:16][CH2:17][CH3:18])=[O:15])[N:2]=1.[H-].[Na+].[Cl:21][C:22]1[C:23]([F:31])=[C:24]([C:27]([F:30])=[CH:28][CH:29]=1)[CH2:25]Br.O, predict the reaction product. The product is: [Cl:21][C:22]1[C:23]([F:31])=[C:24]([C:27]([F:30])=[CH:28][CH:29]=1)[CH2:25][N:12]1[C:13]2[CH:1]=[N:2][C:3]([C:14]([O:16][CH2:17][CH3:18])=[O:15])=[CH:4][C:5]=2[C:6]2[C:11]1=[CH:10][CH:9]=[CH:8][CH:7]=2. (4) Given the reactants [CH3:1][CH:2]([C:21]1[CH:22]=[C:23]([CH:25]=[CH:26][CH:27]=1)[NH2:24])[CH2:3][N:4]1[CH2:9][CH2:8][N:7]([C:10]2[CH:19]=[CH:18][CH:17]=[C:16]3[C:11]=2[CH:12]=[CH:13][C:14]([CH3:20])=[N:15]3)[CH2:6][CH2:5]1.[F:28][C:29]1[CH:37]=[CH:36][CH:35]=[CH:34][C:30]=1[C:31](O)=[O:32], predict the reaction product. The product is: [F:28][C:29]1[CH:37]=[CH:36][CH:35]=[CH:34][C:30]=1[C:31]([NH:24][C:23]1[CH:25]=[CH:26][CH:27]=[C:21]([CH:2]([CH3:1])[CH2:3][N:4]2[CH2:5][CH2:6][N:7]([C:10]3[CH:19]=[CH:18][CH:17]=[C:16]4[C:11]=3[CH:12]=[CH:13][C:14]([CH3:20])=[N:15]4)[CH2:8][CH2:9]2)[CH:22]=1)=[O:32]. (5) Given the reactants [O:1]=[C:2]1[O:6][CH2:5][C@@H:4]([NH:7][C:8](=[O:17])[O:9][CH2:10][C:11]2[CH:16]=[CH:15][CH:14]=[CH:13][CH:12]=2)[CH2:3]1.CC(C)=[O:20].C([O-])([O-])=O.[Cs+].[Cs+], predict the reaction product. The product is: [OH:20][CH2:5][C@@H:4]([NH:7][C:8]([O:9][CH2:10][C:11]1[CH:16]=[CH:15][CH:14]=[CH:13][CH:12]=1)=[O:17])[CH2:3][C:2]([OH:6])=[O:1]. (6) Given the reactants Cl.[CH3:2][C@H:3]([NH2:10])[C:4]1[CH:9]=[CH:8][CH:7]=[CH:6][CH:5]=1.[C-:11]#[N:12].[K+].[CH3:14][CH:15]([CH2:18][CH3:19])[CH:16]=O.[CH3:20]O.O, predict the reaction product. The product is: [CH2:14]([CH:15]([CH2:18][CH3:19])[C@H:16]([NH:10][C@H:3]([C:4]1[CH:9]=[CH:8][CH:7]=[CH:6][CH:5]=1)[CH3:2])[C:11]#[N:12])[CH3:20]. (7) Given the reactants [CH2:1]([O:8][C:9]1[CH:14]=[CH:13][C:12]([C@@H:15](O)[C@@H:16]2[CH2:20][CH2:19][C:18](=[O:21])[N:17]2[CH2:22][CH2:23][NH:24][C:25](=[O:31])[O:26][C:27]([CH3:30])([CH3:29])[CH3:28])=[C:11]([CH3:33])[CH:10]=1)[C:2]1[CH:7]=[CH:6][CH:5]=[CH:4][CH:3]=1.CCN(CC)CC.CS(Cl)(=O)=O, predict the reaction product. The product is: [C:27]([O:26][C:25]([N:24]1[CH2:23][CH2:22][N:17]2[C:18](=[O:21])[CH2:19][CH2:20][C@H:16]2[C@@H:15]1[C:12]1[CH:13]=[CH:14][C:9]([O:8][CH2:1][C:2]2[CH:7]=[CH:6][CH:5]=[CH:4][CH:3]=2)=[CH:10][C:11]=1[CH3:33])=[O:31])([CH3:30])([CH3:29])[CH3:28]. (8) Given the reactants C([N:8]1[CH:12]=[C:11]([C:13]([F:16])([F:15])[F:14])[N:10]=[C:9]1[C:17]1[CH:22]=[CH:21][C:20]([C:23]2[CH:28]=[CH:27][C:26]([O:29][CH2:30][C:31]([CH3:36])([CH3:35])[C:32]([OH:34])=[O:33])=[CH:25][CH:24]=2)=[CH:19][CH:18]=1)C1C=CC=CC=1.O1CCCC1, predict the reaction product. The product is: [F:16][C:13]([F:14])([F:15])[C:11]1[NH:10][C:9]([C:17]2[CH:22]=[CH:21][C:20]([C:23]3[CH:28]=[CH:27][C:26]([O:29][CH2:30][C:31]([CH3:35])([CH3:36])[C:32]([OH:34])=[O:33])=[CH:25][CH:24]=3)=[CH:19][CH:18]=2)=[N:8][CH:12]=1.